From a dataset of Catalyst prediction with 721,799 reactions and 888 catalyst types from USPTO. Predict which catalyst facilitates the given reaction. Reactant: Br[C:2]1[CH:10]=[C:9]2[C:5]([CH2:6][C:7]3([CH2:15][CH:14]([O:16][CH3:17])[CH:13]([O:18][CH3:19])[CH2:12]3)[C:8]2=[O:11])=[CH:4][CH:3]=1.[C:20]([C:22]1[CH:23]=[C:24](B(O)O)[CH:25]=[CH:26][CH:27]=1)#[N:21].C(=O)([O-])[O-].[Cs+].[Cs+]. Product: [CH3:19][O:18][CH:13]1[CH:14]([O:16][CH3:17])[CH2:15][C:7]2([CH2:6][C:5]3[C:9](=[CH:10][C:2]([C:26]4[CH:27]=[C:22]([CH:23]=[CH:24][CH:25]=4)[C:20]#[N:21])=[CH:3][CH:4]=3)[C:8]2=[O:11])[CH2:12]1. The catalyst class is: 551.